This data is from Full USPTO retrosynthesis dataset with 1.9M reactions from patents (1976-2016). The task is: Predict the reactants needed to synthesize the given product. (1) Given the product [CH2:1]([NH:8][C:9]([C:11]1[CH:20]=[CH:19][C:18]2[C:13](=[C:14]([C:25]3[CH:26]=[CH:27][N:22]=[CH:23][CH:24]=3)[CH:15]=[N:16][CH:17]=2)[N:12]=1)=[O:10])[C:2]1[CH:7]=[CH:6][CH:5]=[CH:4][CH:3]=1, predict the reactants needed to synthesize it. The reactants are: [CH2:1]([NH:8][C:9]([C:11]1[CH:20]=[CH:19][C:18]2[C:13](=[C:14](Br)[CH:15]=[N:16][CH:17]=2)[N:12]=1)=[O:10])[C:2]1[CH:7]=[CH:6][CH:5]=[CH:4][CH:3]=1.[N:22]1[CH:27]=[CH:26][C:25](B(O)O)=[CH:24][CH:23]=1.C(=O)([O-])[O-].[Cs+].[Cs+]. (2) Given the product [CH3:1][N:2]([CH3:6])[CH2:3][CH2:4][O:5][C:19]1[CH:28]=[CH:27][C:26]2[C:21](=[CH:22][CH:23]=[C:24]([N+:29]([O-:31])=[O:30])[CH:25]=2)[N:20]=1, predict the reactants needed to synthesize it. The reactants are: [CH3:1][N:2]([CH3:6])[CH2:3][CH2:4][OH:5].C(=O)([O-])[O-].[K+].[K+].CN(C=O)C.Cl[C:19]1[CH:28]=[CH:27][C:26]2[C:21](=[CH:22][CH:23]=[C:24]([N+:29]([O-:31])=[O:30])[CH:25]=2)[N:20]=1.